Dataset: NCI-60 drug combinations with 297,098 pairs across 59 cell lines. Task: Regression. Given two drug SMILES strings and cell line genomic features, predict the synergy score measuring deviation from expected non-interaction effect. (1) Drug 1: CN1C2=C(C=C(C=C2)N(CCCl)CCCl)N=C1CCCC(=O)O.Cl. Drug 2: COC1=C2C(=CC3=C1OC=C3)C=CC(=O)O2. Cell line: NCI/ADR-RES. Synergy scores: CSS=1.14, Synergy_ZIP=-0.385, Synergy_Bliss=-1.78, Synergy_Loewe=-0.267, Synergy_HSA=-3.96. (2) Drug 1: CC1C(C(=O)NC(C(=O)N2CCCC2C(=O)N(CC(=O)N(C(C(=O)O1)C(C)C)C)C)C(C)C)NC(=O)C3=C4C(=C(C=C3)C)OC5=C(C(=O)C(=C(C5=N4)C(=O)NC6C(OC(=O)C(N(C(=O)CN(C(=O)C7CCCN7C(=O)C(NC6=O)C(C)C)C)C)C(C)C)C)N)C. Drug 2: COCCOC1=C(C=C2C(=C1)C(=NC=N2)NC3=CC=CC(=C3)C#C)OCCOC.Cl. Cell line: OVCAR3. Synergy scores: CSS=37.1, Synergy_ZIP=-1.26, Synergy_Bliss=-6.44, Synergy_Loewe=-44.7, Synergy_HSA=-3.98.